From a dataset of Forward reaction prediction with 1.9M reactions from USPTO patents (1976-2016). Predict the product of the given reaction. Given the reactants [OH:1][NH:2][C:3]([C:5]1[CH:6]=[C:7]2[N:13]=[CH:12][N:11]([CH2:14][C:15]3[CH:20]=[CH:19][C:18]([O:21][CH2:22][C:23]4[CH:24]=[N:25][C:26]([O:29][CH3:30])=[CH:27][CH:28]=4)=[C:17]([O:31][CH3:32])[CH:16]=3)[C:8]2=[N:9][CH:10]=1)=[NH:4].[C:33]([O:37][C:38]([N:40]1[CH2:45][CH2:44][CH:43]([C:46](O)=O)[CH2:42][CH2:41]1)=[O:39])([CH3:36])([CH3:35])[CH3:34].F[P-](F)(F)(F)(F)F.CN(C(N(C)C)=[N+]1C2C(=NC=CC=2)[N+]([O-])=N1)C.C(N(CC)C(C)C)(C)C, predict the reaction product. The product is: [CH3:32][O:31][C:17]1[CH:16]=[C:15]([CH:20]=[CH:19][C:18]=1[O:21][CH2:22][C:23]1[CH:24]=[N:25][C:26]([O:29][CH3:30])=[CH:27][CH:28]=1)[CH2:14][N:11]1[C:8]2=[N:9][CH:10]=[C:5]([C:3]3[N:4]=[C:46]([CH:43]4[CH2:44][CH2:45][N:40]([C:38]([O:37][C:33]([CH3:34])([CH3:36])[CH3:35])=[O:39])[CH2:41][CH2:42]4)[O:1][N:2]=3)[CH:6]=[C:7]2[N:13]=[CH:12]1.